From a dataset of Full USPTO retrosynthesis dataset with 1.9M reactions from patents (1976-2016). Predict the reactants needed to synthesize the given product. (1) Given the product [C:1]([O:5][C:6](=[O:7])[NH:8][C:9]1([C:15](=[O:17])[NH:23][C:22]2[CH:24]=[CH:25][C:19]([Br:18])=[CH:20][CH:21]=2)[CH2:10][CH2:11][CH2:12][CH2:13][CH2:14]1)([CH3:2])([CH3:3])[CH3:4], predict the reactants needed to synthesize it. The reactants are: [C:1]([O:5][C:6]([NH:8][C:9]1([C:15]([OH:17])=O)[CH2:14][CH2:13][CH2:12][CH2:11][CH2:10]1)=[O:7])([CH3:4])([CH3:3])[CH3:2].[Br:18][C:19]1[CH:25]=[CH:24][C:22]([NH2:23])=[CH:21][CH:20]=1.CCOC1N(C(OCC)=O)C2C(=CC=CC=2)C=C1.C(N(CC)CC)C. (2) Given the product [CH3:9][O:8][C:6]1[CH:5]=[C:4]([N:10]2[CH2:14][CH2:13][CH2:12][CH2:11]2)[N:3]=[C:2]([C:15]([O:18][CH3:20])=[O:17])[N:7]=1, predict the reactants needed to synthesize it. The reactants are: Cl[C:2]1[N:7]=[C:6]([O:8][CH3:9])[CH:5]=[C:4]([N:10]2[CH2:14][CH2:13][CH2:12][CH2:11]2)[N:3]=1.[C:15]([O-:18])(=[O:17])C.[Na+].[CH3:20]O. (3) Given the product [F:1][C:2]1[CH:7]=[CH:6][C:5]([CH:8]([NH:23][S@@:21]([C:18]([CH3:20])([CH3:19])[CH3:17])=[O:22])[CH3:9])=[CH:4][C:3]=1[O:11][CH2:12][C:13]([F:16])([F:15])[F:14], predict the reactants needed to synthesize it. The reactants are: [F:1][C:2]1[CH:7]=[CH:6][C:5]([C:8](=O)[CH3:9])=[CH:4][C:3]=1[O:11][CH2:12][C:13]([F:16])([F:15])[F:14].[CH3:17][C:18]([S@:21]([NH2:23])=[O:22])([CH3:20])[CH3:19]. (4) Given the product [F:32][C:2]([F:1])([F:33])[C:3]1[CH:31]=[CH:30][C:6]([CH2:7][N:8]2[C@@H:14]([C:15]([NH:17][C@H:18]([C:20]3[CH:21]=[CH:22][C:23]([C:24]([OH:26])=[O:25])=[CH:28][CH:29]=3)[CH3:19])=[O:16])[CH2:13][CH2:12][CH:11]3[CH:9]2[CH2:10]3)=[CH:5][CH:4]=1, predict the reactants needed to synthesize it. The reactants are: [F:1][C:2]([F:33])([F:32])[C:3]1[CH:31]=[CH:30][C:6]([CH2:7][N:8]2[C@@H:14]([C:15]([NH:17][C@H:18]([C:20]3[CH:29]=[CH:28][C:23]([C:24]([O:26]C)=[O:25])=[CH:22][CH:21]=3)[CH3:19])=[O:16])[CH2:13][CH2:12][CH:11]3[CH:9]2[CH2:10]3)=[CH:5][CH:4]=1.O[Li].O. (5) Given the product [CH2:1]([O:8][CH2:9][CH2:10][C@H:11]([OH:14])[CH2:12][O:13][C:22]([C:23]1[CH:28]=[CH:27][CH:26]=[CH:25][CH:24]=1)([C:35]1[CH:36]=[CH:37][CH:38]=[CH:39][CH:40]=1)[C:29]1[CH:30]=[CH:31][CH:32]=[CH:33][CH:34]=1)[C:2]1[CH:7]=[CH:6][CH:5]=[CH:4][CH:3]=1, predict the reactants needed to synthesize it. The reactants are: [CH2:1]([O:8][CH2:9][CH2:10][C@H:11]([OH:14])[CH2:12][OH:13])[C:2]1[CH:7]=[CH:6][CH:5]=[CH:4][CH:3]=1.C(N(CC)CC)C.[C:22](Cl)([C:35]1[CH:40]=[CH:39][CH:38]=[CH:37][CH:36]=1)([C:29]1[CH:34]=[CH:33][CH:32]=[CH:31][CH:30]=1)[C:23]1[CH:28]=[CH:27][CH:26]=[CH:25][CH:24]=1.